From a dataset of Buchwald-Hartwig C-N cross coupling reaction yields with 55,370 reactions. Predict the reaction yield, written as a fraction of the theoretical maximum amount of product (1.0 means a 100% yield; for example, 0.34 means a 34% yield). (1) The reactants are CCc1ccc(Br)cc1.Cc1ccc(N)cc1.O=S(=O)(O[Pd]1c2ccccc2-c2ccccc2N~1)C(F)(F)F.CC(C)c1cc(C(C)C)c(-c2ccccc2P(C2CCCCC2)C2CCCCC2)c(C(C)C)c1.CN1CCCN2CCCN=C12.Cc1cc(C)on1. No catalyst specified. The product is CCc1ccc(Nc2ccc(C)cc2)cc1. The yield is 0.366. (2) The reactants are COc1ccc(Cl)cc1.Cc1ccc(N)cc1.O=S(=O)(O[Pd]1c2ccccc2-c2ccccc2N~1)C(F)(F)F.CC(C)c1cc(C(C)C)c(-c2ccccc2P(C2CCCCC2)C2CCCCC2)c(C(C)C)c1.CCN=P(N=P(N(C)C)(N(C)C)N(C)C)(N(C)C)N(C)C.c1ccc(-c2cnoc2)cc1. No catalyst specified. The product is COc1ccc(Nc2ccc(C)cc2)cc1. The yield is 0.0186. (3) The reactants are Ic1ccccn1.Cc1ccc(N)cc1.O=S(=O)(O[Pd]1c2ccccc2-c2ccccc2N~1)C(F)(F)F.COc1ccc(OC)c(P([C@]23C[C@H]4C[C@H](C[C@H](C4)C2)C3)[C@]23C[C@H]4C[C@H](C[C@H](C4)C2)C3)c1-c1c(C(C)C)cc(C(C)C)cc1C(C)C.CCN=P(N=P(N(C)C)(N(C)C)N(C)C)(N(C)C)N(C)C.Fc1cccc(F)c1-c1ccno1. The product is Cc1ccc(Nc2ccccn2)cc1. The yield is 0.283. No catalyst specified. (4) The product is Cc1ccc(Nc2ccccn2)cc1. The reactants are Brc1ccccn1.Cc1ccc(N)cc1.O=S(=O)(O[Pd]1c2ccccc2-c2ccccc2N~1)C(F)(F)F.COc1ccc(OC)c(P(C(C)(C)C)C(C)(C)C)c1-c1c(C(C)C)cc(C(C)C)cc1C(C)C.CCN=P(N=P(N(C)C)(N(C)C)N(C)C)(N(C)C)N(C)C.COC(=O)c1ccno1. The yield is 0.199. No catalyst specified. (5) The reactants are Brc1ccccn1.Cc1ccc(N)cc1.O=S(=O)(O[Pd]1c2ccccc2-c2ccccc2N~1)C(F)(F)F.CC(C)c1cc(C(C)C)c(-c2ccccc2P(C2CCCCC2)C2CCCCC2)c(C(C)C)c1.CN(C)C(=NC(C)(C)C)N(C)C.c1ccc2nocc2c1. No catalyst specified. The product is Cc1ccc(Nc2ccccn2)cc1. The yield is 0.344. (6) The reactants are COc1ccc(Br)cc1.Cc1ccc(N)cc1.O=S(=O)(O[Pd]1c2ccccc2-c2ccccc2N~1)C(F)(F)F.COc1ccc(OC)c(P([C@]23C[C@H]4C[C@H](C[C@H](C4)C2)C3)[C@]23C[C@H]4C[C@H](C[C@H](C4)C2)C3)c1-c1c(C(C)C)cc(C(C)C)cc1C(C)C.CCN=P(N=P(N(C)C)(N(C)C)N(C)C)(N(C)C)N(C)C.COC(=O)c1cc(-c2cccs2)on1. No catalyst specified. The product is COc1ccc(Nc2ccc(C)cc2)cc1. The yield is 0.276. (7) The reactants are COc1ccc(Cl)cc1.Cc1ccc(N)cc1.O=S(=O)(O[Pd]1c2ccccc2-c2ccccc2N~1)C(F)(F)F.COc1ccc(OC)c(P([C@]23C[C@H]4C[C@H](C[C@H](C4)C2)C3)[C@]23C[C@H]4C[C@H](C[C@H](C4)C2)C3)c1-c1c(C(C)C)cc(C(C)C)cc1C(C)C.CN1CCCN2CCCN=C12.Cc1ccon1. No catalyst specified. The product is COc1ccc(Nc2ccc(C)cc2)cc1. The yield is 0.00355. (8) The reactants are Ic1cccnc1.Cc1ccc(N)cc1.O=S(=O)(O[Pd]1c2ccccc2-c2ccccc2N~1)C(F)(F)F.COc1ccc(OC)c(P(C(C)(C)C)C(C)(C)C)c1-c1c(C(C)C)cc(C(C)C)cc1C(C)C.CCN=P(N=P(N(C)C)(N(C)C)N(C)C)(N(C)C)N(C)C.CCOC(=O)c1cc(C)no1. The yield is 0.524. No catalyst specified. The product is Cc1ccc(Nc2cccnc2)cc1. (9) The reactants are Clc1ccccn1.Cc1ccc(N)cc1.O=S(=O)(O[Pd]1c2ccccc2-c2ccccc2N~1)C(F)(F)F.CC(C)c1cc(C(C)C)c(-c2ccccc2P(C2CCCCC2)C2CCCCC2)c(C(C)C)c1.CN1CCCN2CCCN=C12.Fc1cccc(F)c1-c1ccno1. No catalyst specified. The product is Cc1ccc(Nc2ccccn2)cc1. The yield is 0.146.